Predict the product of the given reaction. From a dataset of Forward reaction prediction with 1.9M reactions from USPTO patents (1976-2016). (1) Given the reactants [CH2:1]([C@@:5]1([CH2:33][CH3:34])[NH:11][C@H:10]([C:12]2[CH:17]=[CH:16][CH:15]=[CH:14][CH:13]=2)[C:9]2[CH:18]=[C:19]([O:29][CH3:30])[C:20]([CH2:22][CH2:23][C:24]([O:26]CC)=[O:25])=[CH:21][C:8]=2[S:7](=[O:32])(=[O:31])[CH2:6]1)[CH2:2][CH2:3][CH3:4].[OH-].[Li+], predict the reaction product. The product is: [CH2:1]([C@@:5]1([CH2:33][CH3:34])[NH:11][C@H:10]([C:12]2[CH:13]=[CH:14][CH:15]=[CH:16][CH:17]=2)[C:9]2[CH:18]=[C:19]([O:29][CH3:30])[C:20]([CH2:22][CH2:23][C:24]([OH:26])=[O:25])=[CH:21][C:8]=2[S:7](=[O:31])(=[O:32])[CH2:6]1)[CH2:2][CH2:3][CH3:4]. (2) Given the reactants [Cl:1][C:2]1[CH:3]=[CH:4][C:5]([OH:32])=[C:6]([C:8]2[CH:9]=[CH:10][C:11]3[O:15][N:14]=[C:13]([N:16]([C:24]([O:26][C:27]([CH3:30])([CH3:29])[CH3:28])=[O:25])[C:17]([O:19][C:20]([CH3:23])([CH3:22])[CH3:21])=[O:18])[C:12]=3[CH:31]=2)[CH:7]=1.[Br:33]N1C(=O)CCC1=O, predict the reaction product. The product is: [Br:33][C:4]1[C:5]([OH:32])=[C:6]([C:8]2[CH:9]=[CH:10][C:11]3[O:15][N:14]=[C:13]([N:16]([C:24]([O:26][C:27]([CH3:30])([CH3:29])[CH3:28])=[O:25])[C:17]([O:19][C:20]([CH3:23])([CH3:21])[CH3:22])=[O:18])[C:12]=3[CH:31]=2)[CH:7]=[C:2]([Cl:1])[CH:3]=1. (3) Given the reactants [NH:1]1[C:5]2[CH:6]=[CH:7][CH:8]=[CH:9][C:4]=2[N:3]=[C:2]1[C:10]([C:12]1[CH:17]=[CH:16][C:15]([OH:18])=[CH:14][CH:13]=1)=[O:11].F[C:20]1[C:21]([CH:26]2[CH2:31][CH2:30][N:29]([C:32]([O:34][CH3:35])=[O:33])[CH2:28][CH2:27]2)=[N:22][CH:23]=[CH:24][N:25]=1.C(=O)([O-])[O-].[Cs+].[Cs+], predict the reaction product. The product is: [NH:1]1[C:5]2[CH:6]=[CH:7][CH:8]=[CH:9][C:4]=2[N:3]=[C:2]1[C:10]([C:12]1[CH:17]=[CH:16][C:15]([O:18][C:20]2[C:21]([CH:26]3[CH2:27][CH2:28][N:29]([C:32]([O:34][CH3:35])=[O:33])[CH2:30][CH2:31]3)=[N:22][CH:23]=[CH:24][N:25]=2)=[CH:14][CH:13]=1)=[O:11]. (4) Given the reactants C(N(C(C)C)CC)(C)C.[Cl:10][C:11]1[CH:12]=[CH:13][C:14]2[N:19]=[C:18]([C:20]3[C:29]4[C:24](=[CH:25][CH:26]=[CH:27][CH:28]=4)[CH:23]=[CH:22][CH:21]=3)[O:17][C:16](=[O:30])[C:15]=2[CH:31]=1.[NH2:32][CH2:33][CH2:34][CH:35]1[O:39][CH2:38][CH2:37][O:36]1, predict the reaction product. The product is: [Cl:10][C:11]1[CH:12]=[CH:13][C:14]([NH:19][C:18]([C:20]2[C:29]3[C:24](=[CH:25][CH:26]=[CH:27][CH:28]=3)[CH:23]=[CH:22][CH:21]=2)=[O:17])=[C:15]([C:16]([NH:32][CH2:33][CH2:34][CH:35]2[O:39][CH2:38][CH2:37][O:36]2)=[O:30])[CH:31]=1. (5) Given the reactants [C:1]([O:5][C:6]([N:8]1[CH2:12][CH2:11][C@@H:10]([CH2:13][O:14][C:15]2[C:16]3[N:17]([CH:36]=[C:37]([C:39](O)=[O:40])[N:38]=3)[C:18]([C:29]3[CH:34]=[CH:33][C:32]([CH3:35])=[CH:31][CH:30]=3)=[C:19]([C:21]3[CH:26]=[CH:25][C:24]([C:27]#[N:28])=[CH:23][CH:22]=3)[N:20]=2)[CH2:9]1)=[O:7])([CH3:4])([CH3:3])[CH3:2].CN1CCOCC1.ClC(OCC(C)C)=O.[BH4-].[Na+], predict the reaction product. The product is: [C:27]([C:24]1[CH:25]=[CH:26][C:21]([C:19]2[N:20]=[C:15]([O:14][CH2:13][C@@H:10]3[CH2:11][CH2:12][N:8]([C:6]([O:5][C:1]([CH3:4])([CH3:3])[CH3:2])=[O:7])[CH2:9]3)[C:16]3[N:17]([CH:36]=[C:37]([CH2:39][OH:40])[N:38]=3)[C:18]=2[C:29]2[CH:34]=[CH:33][C:32]([CH3:35])=[CH:31][CH:30]=2)=[CH:22][CH:23]=1)#[N:28]. (6) Given the reactants [OH-].[Na+].[Cl:3][C:4]1[C:12]2[S:11]C(N)=[N:9][C:8]=2[C:7]([CH3:14])=[CH:6][CH:5]=1, predict the reaction product. The product is: [NH2:9][C:8]1[C:7]([CH3:14])=[CH:6][CH:5]=[C:4]([Cl:3])[C:12]=1[SH:11]. (7) Given the reactants [CH2:1]([O:3][C:4]1[CH:9]=[CH:8][CH:7]=[CH:6][C:5]=1[N:10]1[C:19](=[O:20])[C:18]2[C:13](=[CH:14][C:15]([N+:21]([O-:23])=[O:22])=[CH:16][CH:17]=2)[N:12]=[C:11]1[CH:24]([N:26]1[CH2:31][CH2:30][NH:29][CH2:28][CH2:27]1)[CH3:25])[CH3:2].[Cl:32][C:33]1[CH:43]=[CH:42][C:36]([O:37][CH2:38][C:39](O)=[O:40])=[CH:35][CH:34]=1.CN(C(ON1N=NC2C=CC=CC1=2)=[N+](C)C)C.[B-](F)(F)(F)F.CCN(C(C)C)C(C)C, predict the reaction product. The product is: [Cl:32][C:33]1[CH:43]=[CH:42][C:36]([O:37][CH2:38][C:39]([N:29]2[CH2:28][CH2:27][N:26]([CH:24]([C:11]3[N:10]([C:5]4[CH:6]=[CH:7][CH:8]=[CH:9][C:4]=4[O:3][CH2:1][CH3:2])[C:19](=[O:20])[C:18]4[C:13](=[CH:14][C:15]([N+:21]([O-:23])=[O:22])=[CH:16][CH:17]=4)[N:12]=3)[CH3:25])[CH2:31][CH2:30]2)=[O:40])=[CH:35][CH:34]=1.